From a dataset of NCI-60 drug combinations with 297,098 pairs across 59 cell lines. Regression. Given two drug SMILES strings and cell line genomic features, predict the synergy score measuring deviation from expected non-interaction effect. (1) Drug 1: C1=CC(=CC=C1CCC2=CNC3=C2C(=O)NC(=N3)N)C(=O)NC(CCC(=O)O)C(=O)O. Drug 2: CC1=CC=C(C=C1)C2=CC(=NN2C3=CC=C(C=C3)S(=O)(=O)N)C(F)(F)F. Cell line: HOP-92. Synergy scores: CSS=5.24, Synergy_ZIP=-4.54, Synergy_Bliss=-5.33, Synergy_Loewe=-4.71, Synergy_HSA=-3.04. (2) Drug 1: C1CCC(C1)C(CC#N)N2C=C(C=N2)C3=C4C=CNC4=NC=N3. Drug 2: C1CN(P(=O)(OC1)NCCCl)CCCl. Cell line: SR. Synergy scores: CSS=30.8, Synergy_ZIP=4.89, Synergy_Bliss=2.12, Synergy_Loewe=-33.8, Synergy_HSA=-0.272. (3) Drug 1: CN(C)N=NC1=C(NC=N1)C(=O)N. Drug 2: CCCCC(=O)OCC(=O)C1(CC(C2=C(C1)C(=C3C(=C2O)C(=O)C4=C(C3=O)C=CC=C4OC)O)OC5CC(C(C(O5)C)O)NC(=O)C(F)(F)F)O. Cell line: EKVX. Synergy scores: CSS=-0.00150, Synergy_ZIP=0.309, Synergy_Bliss=-0.819, Synergy_Loewe=0.185, Synergy_HSA=-2.29. (4) Drug 1: C1=CC(=CC=C1CCC2=CNC3=C2C(=O)NC(=N3)N)C(=O)NC(CCC(=O)O)C(=O)O. Drug 2: C(CN)CNCCSP(=O)(O)O. Cell line: OVCAR-5. Synergy scores: CSS=13.4, Synergy_ZIP=-3.51, Synergy_Bliss=-0.367, Synergy_Loewe=-63.9, Synergy_HSA=-2.62. (5) Drug 1: C1=CC(=CC=C1CCCC(=O)O)N(CCCl)CCCl. Drug 2: COC1=NC(=NC2=C1N=CN2C3C(C(C(O3)CO)O)O)N. Cell line: K-562. Synergy scores: CSS=12.7, Synergy_ZIP=0.165, Synergy_Bliss=11.0, Synergy_Loewe=-3.69, Synergy_HSA=1.94. (6) Drug 1: CCCCCOC(=O)NC1=NC(=O)N(C=C1F)C2C(C(C(O2)C)O)O. Drug 2: C1=NNC2=C1C(=O)NC=N2. Cell line: HOP-62. Synergy scores: CSS=19.3, Synergy_ZIP=-0.574, Synergy_Bliss=3.93, Synergy_Loewe=8.36, Synergy_HSA=6.88. (7) Drug 1: C1CN1P(=S)(N2CC2)N3CC3. Drug 2: CN1C(=O)N2C=NC(=C2N=N1)C(=O)N. Cell line: SF-539. Synergy scores: CSS=17.5, Synergy_ZIP=-2.26, Synergy_Bliss=4.07, Synergy_Loewe=-16.0, Synergy_HSA=1.84. (8) Drug 1: CN1C2=C(C=C(C=C2)N(CCCl)CCCl)N=C1CCCC(=O)O.Cl. Drug 2: C1CN(CCN1C(=O)CCBr)C(=O)CCBr. Cell line: HL-60(TB). Synergy scores: CSS=62.8, Synergy_ZIP=-2.16, Synergy_Bliss=-6.79, Synergy_Loewe=-19.4, Synergy_HSA=-10.0. (9) Synergy scores: CSS=62.0, Synergy_ZIP=5.49, Synergy_Bliss=8.34, Synergy_Loewe=4.34, Synergy_HSA=10.6. Drug 1: C1=CC=C(C=C1)NC(=O)CCCCCCC(=O)NO. Cell line: ACHN. Drug 2: C1CN1C2=NC(=NC(=N2)N3CC3)N4CC4.